From a dataset of TCR-epitope binding with 47,182 pairs between 192 epitopes and 23,139 TCRs. Binary Classification. Given a T-cell receptor sequence (or CDR3 region) and an epitope sequence, predict whether binding occurs between them. (1) The epitope is KPLEFGATSAAL. The TCR CDR3 sequence is CASSLPGFRGYTF. Result: 1 (the TCR binds to the epitope). (2) The epitope is KAYNVTQAF. The TCR CDR3 sequence is CASSPESSRLAVSTDTQYF. Result: 1 (the TCR binds to the epitope). (3) The epitope is AIMTRCLAV. The TCR CDR3 sequence is CSVGQGYEQYF. Result: 0 (the TCR does not bind to the epitope).